From a dataset of Peptide-MHC class II binding affinity with 134,281 pairs from IEDB. Regression. Given a peptide amino acid sequence and an MHC pseudo amino acid sequence, predict their binding affinity value. This is MHC class II binding data. (1) The peptide sequence is TIRVLALGNQEGSLK. The MHC is DRB1_1501 with pseudo-sequence DRB1_1501. The binding affinity (normalized) is 0.456. (2) The peptide sequence is VLTRLEAWLTEHGCN. The MHC is DRB1_1301 with pseudo-sequence DRB1_1301. The binding affinity (normalized) is 0.485. (3) The peptide sequence is EMGANLCVERVLDCR. The MHC is HLA-DQA10102-DQB10501 with pseudo-sequence HLA-DQA10102-DQB10501. The binding affinity (normalized) is 0.648. (4) The peptide sequence is LQNAASIAGLFLTTEAVVAD. The MHC is DRB1_0301 with pseudo-sequence DRB1_0301. The binding affinity (normalized) is 0. (5) The peptide sequence is GVMYNLWKMKTGRRG. The MHC is DRB1_0701 with pseudo-sequence DRB1_0701. The binding affinity (normalized) is 0.423. (6) The binding affinity (normalized) is 0.943. The MHC is DRB1_0404 with pseudo-sequence DRB1_0404. The peptide sequence is SDDQISIMKLPLSTK. (7) The peptide sequence is GEQLYISVISPARSL. The MHC is DRB1_0901 with pseudo-sequence DRB1_0901. The binding affinity (normalized) is 0.836.